From a dataset of Catalyst prediction with 721,799 reactions and 888 catalyst types from USPTO. Predict which catalyst facilitates the given reaction. (1) The catalyst class is: 4. Reactant: C1(P(C2C=CC=CC=2)C2C=CC=CC=2)C=CC=CC=1.[C:20]([Br:24])(Br)(Br)[Br:21].[C:25]([O:29][C:30]([N:32]1[CH2:37][CH2:36][O:35][CH2:34][C@H:33]1[CH:38]=O)=[O:31])([CH3:28])([CH3:27])[CH3:26].C(=O)([O-])O.[Na+]. Product: [C:25]([O:29][C:30]([N:32]1[CH2:37][CH2:36][O:35][CH2:34][C@H:33]1[CH:38]=[C:20]([Br:24])[Br:21])=[O:31])([CH3:28])([CH3:26])[CH3:27]. (2) Reactant: [O:1]1CCO[CH:2]1[C:6]1[CH:7]=[CH:8][C:9]([C:12]2[S:20][C:19]3[C:14](=[N:15][CH:16]=[CH:17][C:18]=3[O:21][C:22]3[CH:27]=[CH:26][C:25]([NH:28][C:29](=[O:42])[NH:30][CH:31]4[CH2:34][N:33](C(OC(C)(C)C)=O)[CH2:32]4)=[CH:24][C:23]=3[F:43])[CH:13]=2)=[N:10][CH:11]=1.Cl. Product: [NH:33]1[CH2:32][CH:31]([NH:30][C:29]([NH:28][C:25]2[CH:26]=[CH:27][C:22]([O:21][C:18]3[CH:17]=[CH:16][N:15]=[C:14]4[CH:13]=[C:12]([C:9]5[CH:8]=[CH:7][C:6]([CH:2]=[O:1])=[CH:11][N:10]=5)[S:20][C:19]=34)=[C:23]([F:43])[CH:24]=2)=[O:42])[CH2:34]1. The catalyst class is: 1.